The task is: Predict which catalyst facilitates the given reaction.. This data is from Catalyst prediction with 721,799 reactions and 888 catalyst types from USPTO. (1) Reactant: [OH:1][C:2]1[CH:3]=[C:4]([CH:14]=[C:15]([O:17][C@@H:18]([CH3:22])[CH2:19][O:20]C)[CH:16]=1)[C:5]([NH:7][C:8]1[CH:12]=[CH:11][N:10]([CH3:13])[N:9]=1)=[O:6].I[Si](C)(C)C.C(=O)([O-])[O-].[K+].[K+].S([O-])([O-])(=O)=S.[Na+].[Na+]. Product: [OH:1][C:2]1[CH:3]=[C:4]([CH:14]=[C:15]([O:17][C@@H:18]([CH3:22])[CH2:19][OH:20])[CH:16]=1)[C:5]([NH:7][C:8]1[CH:12]=[CH:11][N:10]([CH3:13])[N:9]=1)=[O:6]. The catalyst class is: 382. (2) Reactant: CC1(C)C(C)(C)OB([C:9]2[CH:14]=[CH:13][C:12]([C:15]3([NH:19][C:20](=[O:26])[O:21][C:22]([CH3:25])([CH3:24])[CH3:23])[CH2:18][CH2:17][CH2:16]3)=[CH:11][CH:10]=2)O1.Br[C:29]1[O:43][C:32]2[N:33]=[C:34]([S:41][CH3:42])[N:35]=[C:36]([C:37]([F:40])([F:39])[F:38])[C:31]=2[C:30]=1[C:44]1[CH:49]=[CH:48][CH:47]=[CH:46][CH:45]=1.[O-]P([O-])([O-])=O.[K+].[K+].[K+].N#N. Product: [CH3:42][S:41][C:34]1[N:35]=[C:36]([C:37]([F:40])([F:38])[F:39])[C:31]2[C:30]([C:44]3[CH:49]=[CH:48][CH:47]=[CH:46][CH:45]=3)=[C:29]([C:9]3[CH:14]=[CH:13][C:12]([C:15]4([NH:19][C:20](=[O:26])[O:21][C:22]([CH3:25])([CH3:23])[CH3:24])[CH2:16][CH2:17][CH2:18]4)=[CH:11][CH:10]=3)[O:43][C:32]=2[N:33]=1. The catalyst class is: 339. (3) Reactant: [CH2:1]([O:3][C:4](=[O:19])[CH2:5][C:6]1[CH:11]=[CH:10][C:9]([CH2:12][N:13]2[CH2:18][CH2:17][O:16][CH2:15][CH2:14]2)=[CH:8][N:7]=1)[CH3:2].C(OC(=O)OCC)C.C([N-]C(C)C)(C)C.[Li+].[N+:36]([C:39]1[CH:46]=[CH:45][C:42]([C:43]#[N:44])=[CH:41][CH:40]=1)([O-:38])=[O:37]. Product: [CH2:1]([O:3][C:4](=[O:19])[CH:5]([C:40]1[CH:41]=[C:42]([C:43]#[N:44])[CH:45]=[CH:46][C:39]=1[N+:36]([O-:38])=[O:37])[C:6]1[CH:11]=[CH:10][C:9]([CH2:12][N:13]2[CH2:18][CH2:17][O:16][CH2:15][CH2:14]2)=[CH:8][N:7]=1)[CH3:2]. The catalyst class is: 7. (4) Reactant: [NH2:1][C:2]1[C:6]([C:7]#[N:8])=[CH:5][N:4]([C:9]2[CH:14]=[CH:13][CH:12]=[CH:11][CH:10]=2)[N:3]=1.[OH2:15]. Product: [NH2:1][C:2]1[C:6]([C:7]([NH2:8])=[O:15])=[CH:5][N:4]([C:9]2[CH:10]=[CH:11][CH:12]=[CH:13][CH:14]=2)[N:3]=1. The catalyst class is: 82. (5) Reactant: [H-].[Na+].[CH3:3][S:4]([NH2:7])(=[O:6])=[O:5].[C:8]([C:12]1[CH:17]=[CH:16][C:15]([C:18]2[CH:23]=[CH:22][CH:21]=[C:20]([CH:24]3[C:33]([CH3:35])([CH3:34])[CH2:32][C:31]4[C:30]([C:36](O)=[O:37])=[C:29]([F:39])[CH:28]=[CH:27][C:26]=4[NH:25]3)[CH:19]=2)=[CH:14][CH:13]=1)([CH3:11])([CH3:10])[CH3:9].C(N1C=CN=C1)(N1C=CN=C1)=O. Product: [C:8]([C:12]1[CH:13]=[CH:14][C:15]([C:18]2[CH:23]=[CH:22][CH:21]=[C:20]([CH:24]3[C:33]([CH3:35])([CH3:34])[CH2:32][C:31]4[C:30]([C:36]([NH:7][S:4]([CH3:3])(=[O:6])=[O:5])=[O:37])=[C:29]([F:39])[CH:28]=[CH:27][C:26]=4[NH:25]3)[CH:19]=2)=[CH:16][CH:17]=1)([CH3:11])([CH3:9])[CH3:10]. The catalyst class is: 9. (6) Reactant: Cl[C:2]1[CH:7]=[CH:6][C:5]([C:8]2[C:17]3[C:12](=[CH:13][CH:14]=[CH:15][CH:16]=3)[N:11]=[C:10]([NH:18][CH2:19][CH2:20][CH2:21][N:22]3[CH2:27][CH2:26][CH:25]([C:28]4[CH:29]=[C:30]([NH:34][C:35](=[O:37])[CH3:36])[CH:31]=[CH:32][CH:33]=4)[CH2:24][CH2:23]3)[N:9]=2)=[CH:4][CH:3]=1.C(N(CC)CC)C. Product: [C:5]1([C:8]2[C:17]3[C:12](=[CH:13][CH:14]=[CH:15][CH:16]=3)[N:11]=[C:10]([NH:18][CH2:19][CH2:20][CH2:21][N:22]3[CH2:23][CH2:24][CH:25]([C:28]4[CH:29]=[C:30]([NH:34][C:35](=[O:37])[CH3:36])[CH:31]=[CH:32][CH:33]=4)[CH2:26][CH2:27]3)[N:9]=2)[CH:4]=[CH:3][CH:2]=[CH:7][CH:6]=1. The catalyst class is: 19. (7) Reactant: FC(F)(F)C(O)=O.[F:8][C:9]1[CH:39]=[CH:38][CH:37]=[C:36]([F:40])[C:10]=1[CH2:11][O:12][C:13]1[C:14]2[N:15]([C:20]([C:24]3[CH:28]=[N:27][N:26]([CH2:29][C:30]([CH3:35])([N+:32]([O-])=O)[CH3:31])[N:25]=3)=[C:21]([CH3:23])[N:22]=2)[CH:16]=[C:17]([CH3:19])[CH:18]=1. Product: [F:40][C:36]1[CH:37]=[CH:38][CH:39]=[C:9]([F:8])[C:10]=1[CH2:11][O:12][C:13]1[C:14]2[N:15]([C:20]([C:24]3[CH:28]=[N:27][N:26]([CH2:29][C:30]([CH3:35])([NH2:32])[CH3:31])[N:25]=3)=[C:21]([CH3:23])[N:22]=2)[CH:16]=[C:17]([CH3:19])[CH:18]=1. The catalyst class is: 470.